From a dataset of Catalyst prediction with 721,799 reactions and 888 catalyst types from USPTO. Predict which catalyst facilitates the given reaction. (1) Reactant: Cl[C:2]1[N:3]=[N:4][C:5]([O:8][CH3:9])=[CH:6][CH:7]=1.NC(N)=[S:12].CC(CC)=O. Product: [CH3:9][O:8][C:5]1[N:4]=[N:3][C:2]([SH:12])=[CH:7][CH:6]=1. The catalyst class is: 6. (2) Reactant: [Cl:1][C:2]1[C:10]([NH2:11])=[CH:9][C:8]([Cl:12])=[CH:7][C:3]=1[C:4]([OH:6])=[O:5].[CH3:13]CCCCC.C[Si](C=[N+]=[N-])(C)C. Product: [Cl:1][C:2]1[C:10]([NH2:11])=[CH:9][C:8]([Cl:12])=[CH:7][C:3]=1[C:4]([O:6][CH3:13])=[O:5]. The catalyst class is: 21. (3) Reactant: [CH3:1][N:2]([CH2:4][CH:5]([C:14]1([OH:20])[CH2:19][CH2:18][CH2:17][CH2:16][CH2:15]1)[C:6]1[CH:7]=[CH:8][C:9]([O:12][CH3:13])=[CH:10][CH:11]=1)[CH3:3].C(O)(=O)C.C[Si](C)(C)[Cl:27]. Product: [CH3:1][N:2]([CH2:4][CH:5]([C:14]1([OH:20])[CH2:19][CH2:18][CH2:17][CH2:16][CH2:15]1)[C:6]1[CH:7]=[CH:8][C:9]([O:12][CH3:13])=[CH:10][CH:11]=1)[CH3:3].[ClH:27]. The catalyst class is: 21. (4) Reactant: [CH2:1]([C:3]1[N:4]([CH2:11][CH2:12][O:13][C:14]2[CH:19]=[CH:18][C:17]([N+:20]([O-])=O)=[CH:16][CH:15]=2)[C:5](=[O:10])[CH:6]=[C:7]([CH3:9])[N:8]=1)[CH3:2].[H][H]. Product: [CH2:1]([C:3]1[N:4]([CH2:11][CH2:12][O:13][C:14]2[CH:15]=[CH:16][C:17]([NH2:20])=[CH:18][CH:19]=2)[C:5](=[O:10])[CH:6]=[C:7]([CH3:9])[N:8]=1)[CH3:2]. The catalyst class is: 505. (5) Reactant: [C:1]([O:5][C@@H:6]([C:12]1[C:36]([CH3:37])=[N:35][C:34]2=[CH:38][C:31]3=[N:32][N:33]2[C:13]=1[N:14]1[CH2:41][CH2:40][C:17]([CH3:42])([O:18][CH2:19][CH2:20][CH2:21][CH2:22][C:23]2[CH:39]=[C:27]([CH2:28][O:29][CH2:30]3)[CH:26]=[CH:25][CH:24]=2)[CH2:16][CH2:15]1)[C:7]([O:9]CC)=[O:8])([CH3:4])([CH3:3])[CH3:2].[OH-].[Na+]. Product: [C:1]([O:5][C@@H:6]([C:12]1[C:36]([CH3:37])=[N:35][C:34]2=[CH:38][C:31]3=[N:32][N:33]2[C:13]=1[N:14]1[CH2:15][CH2:16][C:17]([CH3:42])([O:18][CH2:19][CH2:20][CH2:21][CH2:22][C:23]2[CH:39]=[C:27]([CH2:28][O:29][CH2:30]3)[CH:26]=[CH:25][CH:24]=2)[CH2:40][CH2:41]1)[C:7]([OH:9])=[O:8])([CH3:4])([CH3:2])[CH3:3]. The catalyst class is: 14.